This data is from Reaction yield outcomes from USPTO patents with 853,638 reactions. The task is: Predict the reaction yield, written as a fraction of the theoretical maximum amount of product (1.0 means a 100% yield; for example, 0.34 means a 34% yield). The reactants are [CH3:1][C:2]1[C:7]([N:8]2[C:17](=[O:18])[C:16]3[C:11](=[CH:12][CH:13]=[CH:14][CH:15]=3)[N:10]=[CH:9]2)=[CH:6][CH:5]=[CH:4][C:3]=1[C:19]1[CH:27]=[CH:26][C:25]([C:28]([NH2:30])=[O:29])=[C:24]2[C:20]=1[CH:21]=[CH:22][N:23]2COCC[Si](C)(C)C.[F-].C([N+](CCCC)(CCCC)CCCC)CCC.C1COCC1.NCCN.Cl. The catalyst is CN(C=O)C. The product is [CH3:1][C:2]1[C:7]([N:8]2[C:17](=[O:18])[C:16]3[C:11](=[CH:12][CH:13]=[CH:14][CH:15]=3)[N:10]=[CH:9]2)=[CH:6][CH:5]=[CH:4][C:3]=1[C:19]1[CH:27]=[CH:26][C:25]([C:28]([NH2:30])=[O:29])=[C:24]2[C:20]=1[CH:21]=[CH:22][NH:23]2. The yield is 0.0400.